This data is from Experimentally validated miRNA-target interactions with 360,000+ pairs, plus equal number of negative samples. The task is: Binary Classification. Given a miRNA mature sequence and a target amino acid sequence, predict their likelihood of interaction. (1) The miRNA is cel-miR-271 with sequence UCGCCGGGUGGAAAGCAUUC. The protein sequence of the target gene is MGDNLVYAVRSSEGFYLKRGLGKDAVTVFEQNKTSRDVACNVFAYSNNGQLFAYCDNQVTRVFEIATNKEILCVELKRTRKILFSPKDNFLLTFEPWAVYGPKTAENQKPEPNVRVYSLADGKHVSTFSAPKEASWEPQFSDDESLAARMVGSEVFFYTNMSFDRYDHKLVEKGATNFALSPGPAPNHVAVYVPAVGSTPARVRVHRVSESFPVVGNRTFFKSDKAVMTWNQRGQSLLILASVEVDKTNQSYYGEQSLYLINIQSGESVVVPLEKKGPIYAAKWNPNGREFAVCYGYMPA.... Result: 0 (no interaction). (2) The miRNA is hsa-miR-4727-3p with sequence AUAGUGGGAAGCUGGCAGAUUC. The protein sequence of the target gene is MNVHRGSDSDRLLRQEASCLVDDTLAVAQEKEANSLASSGPHNLTYPLGPRNEDLSLDYASQPANLQFPHIMPLAEDIKGSCFQSGNKRNHEPFIAPERFGNSSVGFGSNSHSQAPEKVTLLVDGTRFVVNPQIFTAHPDTMLGRMFGPGREYNFTRPNEKGEYEIAEGISATVFRTVLDYYKTGIINCPDGISIPDLRDTCDYLCINFDFNTIRCQDLSALLHELSNDGAHKQFDHYLEELILPIMVGCAKKGERECHIVVLTDEDSVDWDEDHPPPMGEEYSQILYSSKLYRFFKYIE.... Result: 0 (no interaction). (3) The miRNA is rno-miR-99b-5p with sequence CACCCGUAGAACCGACCUUGCG. The protein sequence of the target gene is MAAQLLEEDVVTCSICLGRYRDPVTLPCGHSFCGNCIQDSWRSCEKSCPECRQPFPEGAKLSRNVKMSTLLQALPVLPAPPAVTPRRDSATSHSARCLRHGRPLEFFCRTEGLCVCSACTVHDCSHHERALLDVERRVREDQLRARVLVTQQQVAQAETQLQELQEQRSRIESSACTLASVVSRRFSSLLQALEKQQASTLSDIEVAKKQALGQVLNEKQRLTDHLRALSQYDQSVQDLLAQADDCIFFQELQQLPEPTESLGPLTSPQWNEEQQLSNVNQLLSPLCELLLEEKSLPKVA.... Result: 0 (no interaction). (4) The miRNA is hsa-miR-6734-3p with sequence CCCUUCCCUCACUCUUCUCUCAG. The protein sequence of the target gene is MPGMVLFGRRWAIASDDLVFPGFFELVVRVLWWIGILTLYLMHRGKLDCAGGALLSSYLIVLMILLAVVICTVSAIMCVSMRGTICNPGPRKSMSKLLYIRLALFFPEMVWASLGAAWVADGVQCDRTVVNGIIATVVVSWIIIAATVVSIIIVFDPLGGKMAPYSSAGPSHLDSHDSSQLLNGLKTAATSVWETRIKLLCCCIGKDDHTRVAFSSTAELFSTYFSDTDLVPSDIAAGLALLHQQQDNIRNNQEPAQVVCHAPGSSQEADLDAELENCHHYMQFAAAAYGWPLYIYRNPL.... Result: 0 (no interaction). (5) The miRNA is hsa-miR-148b-5p with sequence AAGUUCUGUUAUACACUCAGGC. The protein sequence of the target gene is MLLPVFTLKLRHKISPRMVAIGRYDGTHPCLAAATQTGKVFIHNPHTRNQHVSASRVFQSPLESDVSLLNINQAVSCLTAGVLNPELGYDALLVGTQTNLLAYDVYNNSDLFYREVADGANAIVLGTLGDISSPLAIIGGNCALQGFNHEGSDLFWTVTGDNVNSLALCDFDGDGKKELLVGSEDFDIRVFKEDEIVAEMTETEIVTSLCPMYGSRFGYALSNGTVGVYDKTSRYWRIKSKNHAMSIHAFDLNSDGVNELITGWSNGKVDARSDRTGEVIFKDNFSSAIAGVVEGDYRMD.... Result: 0 (no interaction). (6) The miRNA is mmu-miR-760-5p with sequence CCCCUCAGGCCACCAGAGCCCGG. The protein sequence of the target gene is MEPNLQFWISERQAFFRRFCQWMDLLDPVNMFISIGSIEKSRQLLFTTEDAPKHYLDNQVIKDAWNKSLSTVHPDSSKLIPHLFRPAAFLPVTAPMVFLLMMPDTGIKSIILTQGCLYGYTTAFNITNGNASYSHGPVERTLLGAGVSVSSTFIGLIPHLFQMKYPPNNFWLKRTLPIVFLAQVSGMNVFASRSFENHRGIEVMDKEGHVVGHSRKAGRKAIKDTAKSRAVLFGTSALAPELFIHIFKRTRFYPQTLLSLVILRMSSTFFMMGLMVPVSFSMFPQIGQIQCSQLEEKIQS.... Result: 0 (no interaction). (7) The miRNA is hsa-miR-30d-3p with sequence CUUUCAGUCAGAUGUUUGCUGC. The protein sequence of the target gene is MARGPGLAPPPLRLPLLLLVLAAVTGHTAAQDNCTCPTNKMTVCSPDGPGGRCQCRALGSGMAVDCSTLTSKCLLLKARMSAPKNARTLVRPSEHALVDNDGLYDPDCDPEGRFKARQCNQTSVCWCVNSVGVRRTDKGDLSLRCDELVRTHHILIDLRHRPTAGAFNHSDLDAELRRLFRERYRLHPKFVAAVHYEQPTIQIELRQNTSQKAAGDVDIGDAAYYFERDIKGESLFQGRGGLDLRVRGEPLQVERTLIYYLDEIPPKFSMKRLTAGLIAVIVVVVVALVAGMAVLVITNR.... Result: 0 (no interaction). (8) The miRNA is hsa-miR-4252 with sequence GGCCACUGAGUCAGCACCA. The protein sequence of the target gene is MAKDAGLIEANGELKVFIDQNLSPGKGVVSLVAVHPSTVNPLGKQLLPKTFGQSNVNIAQQVVIGTPQRPAASNTLVVGSPHTPSTHFASQNQPSDSSPWSAGKRNRKGEKNGKGLRHFSMKVCEKVQRKGTTSYNEVADELVAEFSAADNHILPNESAYDQKNIRRRVYDALNVLMAMNIISKEKKEIKWIGLPTNSAQECQNLEVERQRRLERIKQKQSQLQELILQQIAFKNLVQRNRHAEQQASRPPPPNSVIHLPFIIVNTSKKTVIDCSISNDKFEYLFNFDNTFEIHDDIEVL.... Result: 0 (no interaction). (9) The miRNA is hsa-miR-329-3p with sequence AACACACCUGGUUAACCUCUUU. The protein sequence of the target gene is MALGLKCFRMVHPTFRNYLAASIRPVSEVTLKTVHERQHGHRQYMAYSAVPVRHFATKKAKAKGKGQSQTRVNINAALVEDIINLEEVNEEMKSVIEALKDNFNKTLNIRTSPGSLDKIAVVTADGKLALNQISQISMKSPQLILVNMASFPECTAAAIKAIRESGMNLNPEVEGTLIRVPIPQVTREHREMLVKLAKQNTNKAKDSLRKVRTNSMNKLKKSKDTVSEDTIRLIEKQISQMADDTVAELDRHLAVKTKELLG. Result: 1 (interaction).